The task is: Predict the reaction yield, written as a fraction of the theoretical maximum amount of product (1.0 means a 100% yield; for example, 0.34 means a 34% yield).. This data is from Reaction yield outcomes from USPTO patents with 853,638 reactions. The reactants are C([Si](C1C=CC=CC=1)(C1C=CC=CC=1)[O:6][CH2:7][CH2:8][CH:9]1[CH2:12][CH:11]([O:13][CH:14]2[CH2:19][CH2:18][CH2:17][CH2:16][O:15]2)[CH2:10]1)(C)(C)C.[F-].C([N+](CCCC)(CCCC)CCCC)CCC. The catalyst is O1CCCC1. The product is [O:15]1[CH2:16][CH2:17][CH2:18][CH2:19][CH:14]1[O:13][CH:11]1[CH2:10][CH:9]([CH2:8][CH2:7][OH:6])[CH2:12]1. The yield is 1.00.